From a dataset of Reaction yield outcomes from USPTO patents with 853,638 reactions. Predict the reaction yield, written as a fraction of the theoretical maximum amount of product (1.0 means a 100% yield; for example, 0.34 means a 34% yield). (1) The yield is 0.960. The catalyst is C(Cl)Cl. The reactants are [Cl:1][C:2]1[CH:3]=[C:4]([CH:14]=[CH:15][C:16]=1[F:17])[O:5][CH2:6][C:7]([O:9]C(C)(C)C)=[O:8].C(O)(C(F)(F)F)=O. The product is [Cl:1][C:2]1[CH:3]=[C:4]([CH:14]=[CH:15][C:16]=1[F:17])[O:5][CH2:6][C:7]([OH:9])=[O:8]. (2) The reactants are [N+:1]([C:4]1[CH:5]=[C:6]([NH:10][S:11]([CH3:14])(=[O:13])=[O:12])[CH:7]=[CH:8][CH:9]=1)([O-])=O.[Cl-].[NH4+].O. The catalyst is CO.[Fe]. The product is [NH2:1][C:4]1[CH:5]=[C:6]([NH:10][S:11]([CH3:14])(=[O:13])=[O:12])[CH:7]=[CH:8][CH:9]=1. The yield is 0.690. (3) The yield is 0.210. The product is [CH:10]1([NH:9][C:7](=[O:8])[CH2:6][O:5][C:4]2[CH:13]=[CH:14][C:15]([F:16])=[C:2]([B:17]3[O:21][C:20]([CH3:23])([CH3:22])[C:19]([CH3:25])([CH3:24])[O:18]3)[CH:3]=2)[CH2:12][CH2:11]1. The catalyst is O1CCOCC1.CCOC(C)=O.C1C=CC(P(C2C=CC=CC=2)[C-]2C=CC=C2)=CC=1.C1C=CC(P(C2C=CC=CC=2)[C-]2C=CC=C2)=CC=1.Cl[Pd]Cl.[Fe+2]. The reactants are Br[C:2]1[CH:3]=[C:4]([CH:13]=[CH:14][C:15]=1[F:16])[O:5][CH2:6][C:7]([NH:9][CH:10]1[CH2:12][CH2:11]1)=[O:8].[B:17]1([B:17]2[O:21][C:20]([CH3:23])([CH3:22])[C:19]([CH3:25])([CH3:24])[O:18]2)[O:21][C:20]([CH3:23])([CH3:22])[C:19]([CH3:25])([CH3:24])[O:18]1.C([O-])(=O)C.[K+].